Dataset: Full USPTO retrosynthesis dataset with 1.9M reactions from patents (1976-2016). Task: Predict the reactants needed to synthesize the given product. (1) Given the product [Br:25][C:18]1[CH:19]=[CH:20][C:21]2[C:22](=[O:24])[N:23]3[CH:11]([CH2:32][O:29][CH3:26])[CH2:12][CH2:13][C:14]3=[N:15][C:16]=2[CH:17]=1, predict the reactants needed to synthesize it. The reactants are: C1(S(O[CH:11]2[N:23]3[C:14](=[N:15][C:16]4[CH:17]=[C:18]([Br:25])[CH:19]=[CH:20][C:21]=4[C:22]3=[O:24])[CH2:13][CH2:12]2)(=O)=O)C=CC=CC=1.[C:26](=[O:29])([O-])[O-].[K+].[K+].[CH3:32]O. (2) Given the product [CH3:1][O:2][C:3]1[CH:4]=[C:5]2[C:10](=[CH:11][C:12]=1[O:13][CH3:14])[N:9]=[CH:8][CH:7]=[C:6]2[O:15][C:16]1[CH:22]=[CH:21][C:19]([NH:20][C:38]([NH:53][CH:51]([C:47]2[S:46][CH:50]=[CH:49][N:48]=2)[CH3:52])=[O:44])=[C:18]([C:23]([F:25])([F:26])[F:24])[CH:17]=1, predict the reactants needed to synthesize it. The reactants are: [CH3:1][O:2][C:3]1[CH:4]=[C:5]2[C:10](=[CH:11][C:12]=1[O:13][CH3:14])[N:9]=[CH:8][CH:7]=[C:6]2[O:15][C:16]1[CH:22]=[CH:21][C:19]([NH2:20])=[C:18]([C:23]([F:26])([F:25])[F:24])[CH:17]=1.C(N(CC)CC)C.ClC(Cl)(O[C:38](=[O:44])OC(Cl)(Cl)Cl)Cl.[S:46]1[CH:50]=[CH:49][N:48]=[C:47]1[CH:51]([NH2:53])[CH3:52]. (3) Given the product [NH2:1][C:2]1[N:7]([CH3:8])[C:6](=[O:9])[C:5]([CH3:10])([CH3:11])[C@:4]([C:13]2[CH:18]=[C:17]([NH:19][CH:30]3[C:25]4=[N:24][CH:23]=[C:22]([Cl:21])[CH:27]=[C:26]4[CH2:28][CH2:29]3)[CH:16]=[CH:15][C:14]=2[F:20])([CH3:12])[N:3]=1, predict the reactants needed to synthesize it. The reactants are: [NH2:1][C:2]1[N:7]([CH3:8])[C:6](=[O:9])[C:5]([CH3:11])([CH3:10])[C@:4]([C:13]2[CH:18]=[C:17]([NH2:19])[CH:16]=[CH:15][C:14]=2[F:20])([CH3:12])[N:3]=1.[Cl:21][C:22]1[CH:23]=[N:24][C:25]2[C:30](=O)[CH2:29][CH2:28][C:26]=2[CH:27]=1.[B][B][B][B][B][B][B][B][B][B]. (4) Given the product [CH:16]([O:15][C:13]1[CH:12]=[C:7]([CH:6]=[C:5]([O:4][CH:1]([CH3:3])[CH3:2])[CH:14]=1)[C:8]([OH:10])=[O:9])([CH3:18])[CH3:17], predict the reactants needed to synthesize it. The reactants are: [CH:1]([O:4][C:5]1[CH:6]=[C:7]([CH:12]=[C:13]([O:15][CH:16]([CH3:18])[CH3:17])[CH:14]=1)[C:8]([O:10]C)=[O:9])([CH3:3])[CH3:2].O[Li].O. (5) The reactants are: [F:1][C:2]1[CH:3]=[C:4]([CH:6]=[CH:7][C:8]=1[O:9][C:10]1[CH:15]=[CH:14][N:13]=[C:12]2[CH:16]=[C:17]([C:19]3[N:20]=[CH:21][N:22]([CH2:24][CH2:25][CH3:26])[CH:23]=3)[S:18][C:11]=12)[NH2:5].FC1C=CC=CC=1NC(=O)CC(O)=O.[CH3:41][O:42][C:43]1[CH:48]=[CH:47][CH:46]=[CH:45][C:44]=1[NH:49][C:50](=[O:55])[CH2:51][C:52](O)=[O:53]. Given the product [F:1][C:2]1[CH:3]=[C:4]([NH:5][C:52](=[O:53])[CH2:51][C:50]([NH:49][C:44]2[CH:45]=[CH:46][CH:47]=[CH:48][C:43]=2[O:42][CH3:41])=[O:55])[CH:6]=[CH:7][C:8]=1[O:9][C:10]1[CH:15]=[CH:14][N:13]=[C:12]2[CH:16]=[C:17]([C:19]3[N:20]=[CH:21][N:22]([CH2:24][CH2:25][CH3:26])[CH:23]=3)[S:18][C:11]=12, predict the reactants needed to synthesize it.